Dataset: Full USPTO retrosynthesis dataset with 1.9M reactions from patents (1976-2016). Task: Predict the reactants needed to synthesize the given product. (1) Given the product [Br:1][C:2]1[CH:3]=[CH:4][C:5]([C:8]([NH:11][C:12](=[O:13])[O:14][C:15]([CH3:18])([CH3:17])[CH3:16])([CH3:9])[CH3:10])=[CH:6][CH:7]=1, predict the reactants needed to synthesize it. The reactants are: [Br:1][C:2]1[CH:7]=[CH:6][C:5]([C:8]([NH2:11])([CH3:10])[CH3:9])=[CH:4][CH:3]=1.[C:12](O[C:12]([O:14][C:15]([CH3:18])([CH3:17])[CH3:16])=[O:13])([O:14][C:15]([CH3:18])([CH3:17])[CH3:16])=[O:13].C(N(CC)CC)C. (2) Given the product [C:4]([O:3][C:1]([N:8]1[CH2:13][CH2:12][C:11]([C:25]#[N:26])([N:15]2[CH2:20][CH2:19][O:18][CH2:17][CH2:16]2)[CH2:10][CH2:9]1)=[O:2])([CH3:7])([CH3:6])[CH3:5], predict the reactants needed to synthesize it. The reactants are: [C:1]([N:8]1[CH2:13][CH2:12][C:11](=O)[CH2:10][CH2:9]1)([O:3][C:4]([CH3:7])([CH3:6])[CH3:5])=[O:2].[NH:15]1[CH2:20][CH2:19][O:18][CH2:17][CH2:16]1.C[Si]([C:25]#[N:26])(C)C. (3) Given the product [Cl:27][C:24]1[CH:23]=[CH:22][C:21]([C:11]2[N:10]=[C:9]([C:28]([NH:38][CH:35]3[CH2:36][CH2:37][C:32]([F:39])([F:31])[CH2:33][CH2:34]3)=[O:29])[C:8]([C:6]([O:5][C:1]([CH3:2])([CH3:4])[CH3:3])=[O:7])=[N:13][C:12]=2[C:14]2[CH:19]=[CH:18][C:17]([Cl:20])=[CH:16][CH:15]=2)=[CH:26][CH:25]=1, predict the reactants needed to synthesize it. The reactants are: [C:1]([O:5][C:6]([C:8]1[C:9]([C:28](O)=[O:29])=[N:10][C:11]([C:21]2[CH:26]=[CH:25][C:24]([Cl:27])=[CH:23][CH:22]=2)=[C:12]([C:14]2[CH:19]=[CH:18][C:17]([Cl:20])=[CH:16][CH:15]=2)[N:13]=1)=[O:7])([CH3:4])([CH3:3])[CH3:2].[F:31][C:32]1([F:39])[CH2:37][CH2:36][CH:35]([NH2:38])[CH2:34][CH2:33]1.C1CN([P+](ON2N=NC3C=CC=CC2=3)(N2CCCC2)N2CCCC2)CC1.F[P-](F)(F)(F)(F)F.